Dataset: Catalyst prediction with 721,799 reactions and 888 catalyst types from USPTO. Task: Predict which catalyst facilitates the given reaction. Reactant: [CH2:1]([O:8][C:9]([N:11]([CH2:16][C:17]([OH:19])=O)[CH2:12][C:13]([OH:15])=[O:14])=[O:10])[C:2]1[CH:7]=[CH:6][CH:5]=[CH:4][CH:3]=1.C(Cl)CCl.Cl.[CH3:25][O:26][CH2:27][NH2:28].CCN(C(C)C)C(C)C.Cl. Product: [CH3:25][O:26][CH2:27][NH:28][C:17](=[O:19])[CH2:16][N:11]([CH2:12][C:13]([OH:15])=[O:14])[C:9]([O:8][CH2:1][C:2]1[CH:3]=[CH:4][CH:5]=[CH:6][CH:7]=1)=[O:10]. The catalyst class is: 634.